Dataset: NCI-60 drug combinations with 297,098 pairs across 59 cell lines. Task: Regression. Given two drug SMILES strings and cell line genomic features, predict the synergy score measuring deviation from expected non-interaction effect. (1) Drug 1: COC1=C(C=C2C(=C1)N=CN=C2NC3=CC(=C(C=C3)F)Cl)OCCCN4CCOCC4. Drug 2: CC=C1C(=O)NC(C(=O)OC2CC(=O)NC(C(=O)NC(CSSCCC=C2)C(=O)N1)C(C)C)C(C)C. Cell line: M14. Synergy scores: CSS=58.6, Synergy_ZIP=0.240, Synergy_Bliss=3.37, Synergy_Loewe=-9.96, Synergy_HSA=4.64. (2) Drug 1: C(=O)(N)NO. Drug 2: CCN(CC)CCCC(C)NC1=C2C=C(C=CC2=NC3=C1C=CC(=C3)Cl)OC. Cell line: OVCAR-8. Synergy scores: CSS=29.8, Synergy_ZIP=-9.80, Synergy_Bliss=-1.47, Synergy_Loewe=-9.17, Synergy_HSA=0.316. (3) Drug 1: COC1=C(C=C2C(=C1)N=CN=C2NC3=CC(=C(C=C3)F)Cl)OCCCN4CCOCC4. Drug 2: CC1C(C(CC(O1)OC2CC(OC(C2O)C)OC3=CC4=CC5=C(C(=O)C(C(C5)C(C(=O)C(C(C)O)O)OC)OC6CC(C(C(O6)C)O)OC7CC(C(C(O7)C)O)OC8CC(C(C(O8)C)O)(C)O)C(=C4C(=C3C)O)O)O)O. Cell line: COLO 205. Synergy scores: CSS=17.5, Synergy_ZIP=12.0, Synergy_Bliss=19.0, Synergy_Loewe=15.7, Synergy_HSA=15.4. (4) Drug 1: CCCCC(=O)OCC(=O)C1(CC(C2=C(C1)C(=C3C(=C2O)C(=O)C4=C(C3=O)C=CC=C4OC)O)OC5CC(C(C(O5)C)O)NC(=O)C(F)(F)F)O. Drug 2: C1CN(CCN1C(=O)CCBr)C(=O)CCBr. Cell line: RPMI-8226. Synergy scores: CSS=51.6, Synergy_ZIP=-6.67, Synergy_Bliss=-7.84, Synergy_Loewe=-8.43, Synergy_HSA=-4.93. (5) Drug 1: CC1CCC2CC(C(=CC=CC=CC(CC(C(=O)C(C(C(=CC(C(=O)CC(OC(=O)C3CCCCN3C(=O)C(=O)C1(O2)O)C(C)CC4CCC(C(C4)OC)O)C)C)O)OC)C)C)C)OC. Synergy scores: CSS=27.7, Synergy_ZIP=-10.3, Synergy_Bliss=-5.60, Synergy_Loewe=-4.66, Synergy_HSA=-4.11. Drug 2: C1=CC=C(C=C1)NC(=O)CCCCCCC(=O)NO. Cell line: UACC62. (6) Drug 1: CCC1(CC2CC(C3=C(CCN(C2)C1)C4=CC=CC=C4N3)(C5=C(C=C6C(=C5)C78CCN9C7C(C=CC9)(C(C(C8N6C)(C(=O)OC)O)OC(=O)C)CC)OC)C(=O)OC)O. Drug 2: C1CC(CCC1OC2=C(C(=CC=C2)Cl)F)(CC3=NC(=CC=C3)NC4=NC=CS4)C(=O)O. Cell line: T-47D. Synergy scores: CSS=35.6, Synergy_ZIP=0.487, Synergy_Bliss=-0.00843, Synergy_Loewe=-3.94, Synergy_HSA=6.41.